From a dataset of Catalyst prediction with 721,799 reactions and 888 catalyst types from USPTO. Predict which catalyst facilitates the given reaction. (1) Reactant: C[O:2][C:3]([C:5]1[CH:10]=[C:9]([N:11]2[CH2:16][CH2:15][O:14][CH2:13][CH2:12]2)[N:8]=[C:7]([Cl:17])[N:6]=1)=O.[H-].C([Al+]CC(C)C)C(C)C. Product: [Cl:17][C:7]1[N:6]=[C:5]([CH:3]=[O:2])[CH:10]=[C:9]([N:11]2[CH2:12][CH2:13][O:14][CH2:15][CH2:16]2)[N:8]=1. The catalyst class is: 4. (2) Reactant: [Cl:1][C:2]1[CH:9]=[CH:8][C:5]([CH:6]=O)=[CH:4][C:3]=1[N+:10]([O-:12])=[O:11].[NH:13]1[CH2:17][CH2:16][CH2:15][CH2:14]1.C(O[BH-](OC(=O)C)OC(=O)C)(=O)C.[Na+]. Product: [Cl:1][C:2]1[CH:9]=[CH:8][C:5]([CH2:6][N:13]2[CH2:17][CH2:16][CH2:15][CH2:14]2)=[CH:4][C:3]=1[N+:10]([O-:12])=[O:11]. The catalyst class is: 26. (3) Reactant: [CH2:1]([N:8]1[C:13](=[O:14])[C:12](OC)=[C:11]([C:17]2[CH:22]=[CH:21][C:20]([Cl:23])=[CH:19][CH:18]=2)[CH:10]=[N:9]1)[C:2]1[CH:7]=[CH:6][CH:5]=[CH:4][CH:3]=1.O=P(Cl)(Cl)[Cl:26]. Product: [CH2:1]([N:8]1[C:13](=[O:14])[C:12]([Cl:26])=[C:11]([C:17]2[CH:22]=[CH:21][C:20]([Cl:23])=[CH:19][CH:18]=2)[CH:10]=[N:9]1)[C:2]1[CH:7]=[CH:6][CH:5]=[CH:4][CH:3]=1. The catalyst class is: 5. (4) Reactant: [CH3:1][NH2:2].C1COCC1.[Cl:8][C:9]1[N:14]=[C:13]([Cl:15])[C:12]([C:16](Cl)=[O:17])=[CH:11][N:10]=1.C(OCC)(=O)C. Product: [Cl:8][C:9]1[N:14]=[C:13]([Cl:15])[C:12]([C:16]([NH:2][CH3:1])=[O:17])=[CH:11][N:10]=1. The catalyst class is: 635. (5) Reactant: [F:1][C:2]1[CH:3]=[CH:4][CH:5]=[C:6]2[C:10]=1[N:9]([C:11]1[N:15]=[C:14]([CH:16]3[CH2:21][CH2:20][N:19]([CH:22]4[CH2:27][CH2:26][N:25]([C:28](=[O:31])[CH2:29][OH:30])[CH2:24][CH2:23]4)[CH2:18][CH2:17]3)[O:13][N:12]=1)[N:8]=[C:7]2[CH:32]([CH3:34])[CH3:33].C(O)C.[ClH:38].C(OCC)C. Product: [ClH:38].[F:1][C:2]1[CH:3]=[CH:4][CH:5]=[C:6]2[C:10]=1[N:9]([C:11]1[N:15]=[C:14]([CH:16]3[CH2:21][CH2:20][N:19]([CH:22]4[CH2:23][CH2:24][N:25]([C:28](=[O:31])[CH2:29][OH:30])[CH2:26][CH2:27]4)[CH2:18][CH2:17]3)[O:13][N:12]=1)[N:8]=[C:7]2[CH:32]([CH3:34])[CH3:33]. The catalyst class is: 41. (6) Reactant: [Cl:1][C:2]1[CH:12]=[C:11](Cl)[CH:10]=[CH:9][C:3]=1[C:4]([O:6][CH2:7][CH3:8])=[O:5].C(=O)([O-])[O-].[K+].[K+].[SH:20][CH2:21][C:22]([OH:24])=[O:23]. Product: [C:22]([CH2:21][S:20][C:11]1[CH:10]=[CH:9][C:3]([C:4]([O:6][CH2:7][CH3:8])=[O:5])=[C:2]([Cl:1])[CH:12]=1)([OH:24])=[O:23]. The catalyst class is: 9.